This data is from Experimentally validated miRNA-target interactions with 360,000+ pairs, plus equal number of negative samples. The task is: Binary Classification. Given a miRNA mature sequence and a target amino acid sequence, predict their likelihood of interaction. (1) The miRNA is hsa-miR-7-5p with sequence UGGAAGACUAGUGAUUUUGUUGUU. The protein sequence of the target gene is MEKTKTKQGENEHMPVNNPSTQIYQLQALASELKTGFTEAMQELSRIQHGEYALEEKVKSCRCSMEEKVTEMKNSLNYFKEELSNAMSMIQAITSKQEEMQQKIEQLQQEKRRESRKVKAKKTQKEEHSSQAGPAQAQGSPFRSINIPEPVLPSEDFTNLLPSQAYEKAQESRSVHVGDSNVKGMMGPGVNPTTPEAEENLKSCLSADIQSKGHLPSGMWRQPKDGKEWGEEYVTKDHPDKLKEAGQGRHSSLENVLCETSLAAKRQTVALELLESERKYVINISLILKIKATFQGSDGK.... Result: 0 (no interaction). (2) The miRNA is hsa-miR-3606-3p with sequence AAAAUUUCUUUCACUACUUAG. The protein sequence of the target gene is MERDTCDVLSRSKSASEETLHSCNEEEDPFRGMEPYLVRRLSSRSIQLPPLAFRQLEQADLRSESENIPRPTSLPLKILPLIAVTSADSSGFDVDNGTSAGRSPLDPMTSPGSGLILQANFVHSQRRESFLYRSDSDYDLSPKSMSRNSSIASDIHGDDLIVTPFAQVLASLRTVRNNFAALTNLQDRAPSKRSPMCNQPSINKATITEEAYQKLASETLEELDWCLDQLETLQTRHSVSEMASNKFKRMLNRELTHLSEMSRSGNQVSEYISNTFLDKQHEVEIPSPTQKEKEKKKRPM.... Result: 0 (no interaction). (3) The miRNA is hsa-miR-548n with sequence CAAAAGUAAUUGUGGAUUUUGU. The protein sequence of the target gene is MERAESSSTEPAKAIKPIDRKSVHQICSGQVVLSLSTAVKELVENSLDAGATNIDLKLKDYGVDLIEVSDNGCGVEEENFEGLTLKHHTSKIQEFADLTQVETFGFRGEALSSLCALSDVTISTCHASAKVGTRLMFDHNGKIIQKTPYPRPRGTTVSVQQLFSTLPVRHKEFQRNIKKEYAKMVQVLHAYCIISAGIRVSCTNQLGQGKRQPVVCTGGSPSIKENIGSVFGQKQLQSLIPFVQLPPSDSVCEEYGLSCSDALHNLFYISGFISQCTHGVGRSSTDRQFFFINRRPCDPA.... Result: 0 (no interaction). (4) The miRNA is hsa-miR-563 with sequence AGGUUGACAUACGUUUCCC. The protein sequence of the target gene is MATRGGAGVAMAVWSLLSARAVTAFLLLFLPRFLQAQTFSFPFQQPEKCDNNQYFDISALSCVPCGANQRQDARGTSCVCLPGFQMISNNGGPAIICKKCPENMKGVTEDGWNCISCPSDLTAEGKCHCPIGHILVERDINGTLLSQATCELCDGNENSFMVVNALGDRCVRCEPTFVNTSRSCACSEPNILTGGLCFSSTGNFPLRRISAARYGEVGMSLTSEWFAKYLQSSAAACWVYANLTSCQALGNMCVMNMNSYDFATFDACGLFQFIFENTAGLSTVHSISFWRQNLPWLFYG.... Result: 1 (interaction). (5) The miRNA is hsa-miR-1303 with sequence UUUAGAGACGGGGUCUUGCUCU. The protein sequence of the target gene is MKKFSRMPKSEGSGGGAAAGGAAGGGLGGGFASSSMGVRVFAVGRYQVTLEESLAEGGFSTVFLVRTHSGIRCALKRMYVNNTPDLNICKREITIMKELSGHKNIVGYLDCAVNSISDNVWEVLILMEYCRAGQVVNQMNKKLQTGFTESEVLQIFCDTCEAVARLHQCKTPIIHRDLKVENILLNDAGNYVLCDFGSATNKFLNPQKDGVNVVEEEIKKYTTLSYRAPEMINLYGGKPITTKADIWALGCLLYKLCFFTLPFGESQVAICDGSFTIPDNSRYSHNVHCLIRFMLEPDPE.... Result: 0 (no interaction). (6) The miRNA is mmu-miR-679-5p with sequence GGACUGUGAGGUGACUCUUGGU. The protein sequence of the target gene is MAAPSVPTPLYGHVGRGAFRDVYEPAEDTFLLLDALEAAAAELAGVEICLEVGAGSGVVSAFLASMIGPRALYMCTDINPEAAACTLETARCNRVHVQPVITDLVHGLLPRLKGKVDLLVFNPPYVVTPPEEVGSRGIEAAWAGGRNGREVMDRFFPLAPELLSPRGLFYLVTVKENNPEEIFKTMKTRGLQGTTALCRQAGQEALSVLRFSKS. Result: 1 (interaction). (7) The miRNA is dme-miR-79-3p with sequence UAAAGCUAGAUUACCAAAGCAU. The protein sequence of the target gene is MRRAVGFPALCLLLNLHAAGCFSRNNDHFLAIRQKKSWKPVFIYDHSQDIKKSLDIAQEAYKHNYHSPSEVQISKHHQIINSAFPRPAYDPSLNLLAESDQDLEIENLPIPAANVIVVTLQMDITKLNITLLRIFRQGVAAALGLLPQQVHINRLIEKKNQVELFVSPGNRKPGETQALQAEEVLRSLNVDGLHQSLPQFGITDVAPEKNVLQGQHEADKIWSKEGFYAVVIFLSIFIIIVTCLMIIYRLKERLQLSLRQDKEKNQEIHLSPIARQQAQSEAKTTHSMVQPDQAPKVLNV.... Result: 0 (no interaction).